Dataset: Full USPTO retrosynthesis dataset with 1.9M reactions from patents (1976-2016). Task: Predict the reactants needed to synthesize the given product. (1) Given the product [ClH:1].[Br:2][C:3]1[CH:28]=[CH:27][C:6]([CH2:7][CH:8]2[CH2:13][CH2:12][N:11]([CH2:14][CH2:15][C:16]3[CH:17]=[C:18]4[C:23](=[CH:24][CH:25]=3)[O:22][CH2:21][CH2:20][C:19]4=[O:26])[CH2:10][CH2:9]2)=[CH:5][C:4]=1[O:29][CH2:30][CH2:31][O:32][CH3:33], predict the reactants needed to synthesize it. The reactants are: [ClH:1].[Br:2][C:3]1[CH:28]=[CH:27][C:6]([CH2:7][CH:8]2[CH2:13][CH2:12][N:11]([CH2:14][CH2:15][C:16]3[CH:17]=[C:18]4[C:23](=[CH:24][CH:25]=3)[O:22][CH2:21][CH2:20][C:19]4=[O:26])[CH2:10][CH2:9]2)=[CH:5][C:4]=1[O:29][CH2:30][CH2:31][O:32][CH3:33]. (2) Given the product [C:23]([O:22][C:20]([C:19]1[CH:18]=[C:17]([C:2]2[CH:10]=[CH:9][N:8]=[C:7]3[NH:6][C:5]([C:11]([O:13][CH3:14])=[O:12])=[CH:4][C:3]=23)[CH:29]=[CH:28][CH:27]=1)=[O:21])([CH3:26])([CH3:24])[CH3:25], predict the reactants needed to synthesize it. The reactants are: Cl[C:2]1[CH:10]=[CH:9][N:8]=[C:7]2[C:3]=1[CH:4]=[C:5]([C:11]([O:13][CH3:14])=[O:12])[NH:6]2.OB(C)[C:17]1[CH:18]=[C:19]([CH:27]=[CH:28][CH:29]=1)[C:20]([O:22][C:23]([CH3:26])([CH3:25])[CH3:24])=[O:21].P([O-])([O-])([O-])=O.[K+].[K+].[K+].O.